From a dataset of NCI-60 drug combinations with 297,098 pairs across 59 cell lines. Regression. Given two drug SMILES strings and cell line genomic features, predict the synergy score measuring deviation from expected non-interaction effect. (1) Drug 1: CC1=C(C=C(C=C1)C(=O)NC2=CC(=CC(=C2)C(F)(F)F)N3C=C(N=C3)C)NC4=NC=CC(=N4)C5=CN=CC=C5. Drug 2: CCN(CC)CCNC(=O)C1=C(NC(=C1C)C=C2C3=C(C=CC(=C3)F)NC2=O)C. Cell line: UO-31. Synergy scores: CSS=-3.94, Synergy_ZIP=1.13, Synergy_Bliss=1.60, Synergy_Loewe=-6.05, Synergy_HSA=-5.57. (2) Drug 1: COC1=C(C=C2C(=C1)N=CN=C2NC3=CC(=C(C=C3)F)Cl)OCCCN4CCOCC4. Drug 2: CC1OCC2C(O1)C(C(C(O2)OC3C4COC(=O)C4C(C5=CC6=C(C=C35)OCO6)C7=CC(=C(C(=C7)OC)O)OC)O)O. Cell line: SNB-19. Synergy scores: CSS=60.4, Synergy_ZIP=12.7, Synergy_Bliss=12.7, Synergy_Loewe=10.7, Synergy_HSA=16.6. (3) Drug 1: C1=CC(=CC=C1CCCC(=O)O)N(CCCl)CCCl. Drug 2: CNC(=O)C1=NC=CC(=C1)OC2=CC=C(C=C2)NC(=O)NC3=CC(=C(C=C3)Cl)C(F)(F)F. Cell line: UACC62. Synergy scores: CSS=28.4, Synergy_ZIP=-6.88, Synergy_Bliss=-3.31, Synergy_Loewe=-2.10, Synergy_HSA=0.0466. (4) Drug 1: CC(C1=C(C=CC(=C1Cl)F)Cl)OC2=C(N=CC(=C2)C3=CN(N=C3)C4CCNCC4)N. Drug 2: CC1=C(C(CCC1)(C)C)C=CC(=CC=CC(=CC(=O)O)C)C. Cell line: K-562. Synergy scores: CSS=44.6, Synergy_ZIP=-0.0604, Synergy_Bliss=1.79, Synergy_Loewe=2.63, Synergy_HSA=2.94. (5) Drug 1: CC1=C(C=C(C=C1)NC(=O)C2=CC=C(C=C2)CN3CCN(CC3)C)NC4=NC=CC(=N4)C5=CN=CC=C5. Drug 2: CC(C)(C#N)C1=CC(=CC(=C1)CN2C=NC=N2)C(C)(C)C#N. Cell line: OVCAR-5. Synergy scores: CSS=16.4, Synergy_ZIP=-4.17, Synergy_Bliss=3.01, Synergy_Loewe=-1.00, Synergy_HSA=-0.195. (6) Drug 2: CC1=C(C(=O)C2=C(C1=O)N3CC4C(C3(C2COC(=O)N)OC)N4)N. Synergy scores: CSS=36.1, Synergy_ZIP=0.900, Synergy_Bliss=1.52, Synergy_Loewe=-16.0, Synergy_HSA=2.09. Cell line: LOX IMVI. Drug 1: CN1C(=O)N2C=NC(=C2N=N1)C(=O)N. (7) Drug 1: C1=CN(C=N1)CC(O)(P(=O)(O)O)P(=O)(O)O. Drug 2: CC12CCC3C(C1CCC2OP(=O)(O)O)CCC4=C3C=CC(=C4)OC(=O)N(CCCl)CCCl.[Na+]. Cell line: 786-0. Synergy scores: CSS=3.44, Synergy_ZIP=0.0431, Synergy_Bliss=2.78, Synergy_Loewe=1.48, Synergy_HSA=0.936. (8) Drug 1: C1=CC(=CC=C1CCCC(=O)O)N(CCCl)CCCl. Drug 2: C1=CN(C(=O)N=C1N)C2C(C(C(O2)CO)O)O.Cl. Cell line: M14. Synergy scores: CSS=32.5, Synergy_ZIP=-11.4, Synergy_Bliss=-1.07, Synergy_Loewe=-10.8, Synergy_HSA=0.313. (9) Drug 1: CCC1=CC2CC(C3=C(CN(C2)C1)C4=CC=CC=C4N3)(C5=C(C=C6C(=C5)C78CCN9C7C(C=CC9)(C(C(C8N6C)(C(=O)OC)O)OC(=O)C)CC)OC)C(=O)OC.C(C(C(=O)O)O)(C(=O)O)O. Drug 2: C1=NC2=C(N1)C(=S)N=CN2. Cell line: SW-620. Synergy scores: CSS=49.6, Synergy_ZIP=-4.40, Synergy_Bliss=-4.90, Synergy_Loewe=-8.52, Synergy_HSA=-3.39.